This data is from Retrosynthesis with 50K atom-mapped reactions and 10 reaction types from USPTO. The task is: Predict the reactants needed to synthesize the given product. Given the product CC(NC(C)C(C)n1ncn(-c2ccc(N3CCN(c4ccc(O)cc4)CC3)cc2)c1=O)c1cccc2ccccc12, predict the reactants needed to synthesize it. The reactants are: CC(=O)C(C)n1ncn(-c2ccc(N3CCN(c4ccc(O)cc4)CC3)cc2)c1=O.C[C@H](N)c1cccc2ccccc12.